This data is from Forward reaction prediction with 1.9M reactions from USPTO patents (1976-2016). The task is: Predict the product of the given reaction. Given the reactants [C:1]([NH:4][CH2:5][CH2:6][N:7]1[C:15]2[C:10](=[CH:11][CH:12]=[C:13]([O:16][CH3:17])[CH:14]=2)[CH:9]=[C:8]1[C:18]([O:20]CC)=[O:19])(=[O:3])[CH3:2].[OH-].[Na+].O.Cl, predict the reaction product. The product is: [C:1]([NH:4][CH2:5][CH2:6][N:7]1[C:15]2[C:10](=[CH:11][CH:12]=[C:13]([O:16][CH3:17])[CH:14]=2)[CH:9]=[C:8]1[C:18]([OH:20])=[O:19])(=[O:3])[CH3:2].